This data is from Full USPTO retrosynthesis dataset with 1.9M reactions from patents (1976-2016). The task is: Predict the reactants needed to synthesize the given product. (1) The reactants are: C([O:3][C:4](=[O:26])[C:5]1[CH:10]=[CH:9][C:8]([CH3:11])=[C:7]([NH:12][C:13]2[N:18]=[C:17]([C:19]3[C:24]([CH3:25])=[N:23][CH:22]=[CH:21][N:20]=3)[CH:16]=[CH:15][N:14]=2)[CH:6]=1)C.C(OC(=O)C1C=CC(NC2N=C(C3C=NC=CC=3)C=CN=2)=CC=1)C. Given the product [CH3:11][C:8]1[CH:9]=[CH:10][C:5]([C:4]([OH:26])=[O:3])=[CH:6][C:7]=1[NH:12][C:13]1[N:18]=[C:17]([C:19]2[C:24]([CH3:25])=[N:23][CH:22]=[CH:21][N:20]=2)[CH:16]=[CH:15][N:14]=1, predict the reactants needed to synthesize it. (2) Given the product [C:12]([O:11][C:9](=[O:10])[NH:16][C:17]1[C:18]([OH:27])=[CH:19][C:20]2[C:25](=[CH:24][CH:23]=[CH:22][CH:21]=2)[CH:26]=1)([CH3:13])([CH3:14])[CH3:15], predict the reactants needed to synthesize it. The reactants are: [C:12]([O:11][C:9](O[C:9]([O:11][C:12]([CH3:15])([CH3:14])[CH3:13])=[O:10])=[O:10])([CH3:15])([CH3:14])[CH3:13].[NH2:16][C:17]1[C:18]([OH:27])=[CH:19][C:20]2[C:25]([CH:26]=1)=[CH:24][CH:23]=[CH:22][CH:21]=2. (3) Given the product [C:1]([O:5][C:6](=[O:29])[NH:7][C@H:8]1[CH2:13][CH2:12][C@@H:11]([NH2:14])[CH2:10][C@H:9]1[CH2:17][S:18]([C:21]1[CH:26]=[CH:25][C:24]([S:27][CH3:28])=[CH:23][CH:22]=1)(=[O:20])=[O:19])([CH3:4])([CH3:3])[CH3:2], predict the reactants needed to synthesize it. The reactants are: [C:1]([O:5][C:6](=[O:29])[NH:7][C@H:8]1[CH2:13][CH2:12][C@@H:11]([N:14]=[N+]=[N-])[CH2:10][C@H:9]1[CH2:17][S:18]([C:21]1[CH:26]=[CH:25][C:24]([S:27][CH3:28])=[CH:23][CH:22]=1)(=[O:20])=[O:19])([CH3:4])([CH3:3])[CH3:2].[H][H]. (4) Given the product [CH2:14]([O:13][C:11]([C:6]12[CH2:5][CH2:4][C:3]([NH:2][CH2:25][C:26]([N:28]3[CH2:32][C@@H:31]([F:33])[CH2:30][C@H:29]3[C:34]([NH2:36])=[O:35])=[O:27])([CH2:10][CH2:9]1)[CH2:8][CH2:7]2)=[O:12])[CH3:15], predict the reactants needed to synthesize it. The reactants are: Cl.[NH2:2][C:3]12[CH2:10][CH2:9][C:6]([C:11]([O:13][CH2:14][CH3:15])=[O:12])([CH2:7][CH2:8]1)[CH2:5][CH2:4]2.C(=O)([O-])[O-].[K+].[K+].[I-].[K+].Cl[CH2:25][C:26]([N:28]1[CH2:32][C@@H:31]([F:33])[CH2:30][C@H:29]1[C:34]([NH2:36])=[O:35])=[O:27]. (5) Given the product [ClH:4].[F:8][C:9]1[CH:10]=[CH:11][CH:12]=[C:13]2[C:17]=1[NH:16][CH:15]=[C:14]2[CH2:18][CH2:19][NH:20][CH2:21][C:22]1[CH:27]=[CH:26][CH:25]=[C:24]([O:28][CH2:29][C:30]([F:33])([F:31])[F:32])[CH:23]=1, predict the reactants needed to synthesize it. The reactants are: C([Cl:4])(=O)C.C(O)C.[F:8][C:9]1[CH:10]=[CH:11][CH:12]=[C:13]2[C:17]=1[NH:16][CH:15]=[C:14]2[CH2:18][CH2:19][NH:20][CH2:21][C:22]1[CH:27]=[CH:26][CH:25]=[C:24]([O:28][CH2:29][C:30]([F:33])([F:32])[F:31])[CH:23]=1. (6) Given the product [Br:1][C:2]1[N:3]=[C:4]([C:18]2([CH3:21])[CH2:20][CH2:19]2)[NH:5][C:6]=1[C:7]1[CH:12]=[CH:11][N:10]=[C:9]([NH:13][CH2:14][C@@H:15]([NH:17][C:33](=[O:34])[O:35][CH3:36])[CH3:16])[N:8]=1, predict the reactants needed to synthesize it. The reactants are: [Br:1][C:2]1[N:3]=[C:4]([C:18]2([CH3:21])[CH2:20][CH2:19]2)[NH:5][C:6]=1[C:7]1[CH:12]=[CH:11][N:10]=[C:9]([NH:13][CH2:14][C@@H:15]([NH2:17])[CH3:16])[N:8]=1.C([O-])(O)=O.[Na+].C1COCC1.Cl[C:33]([O:35][CH3:36])=[O:34]. (7) Given the product [N+:23](=[C:4]([CH3:3])[C:5]([O:7][CH2:8][CH3:9])=[O:6])=[N-:24], predict the reactants needed to synthesize it. The reactants are: [H-].[Na+].[CH3:3][CH:4](C(=O)C)[C:5]([O:7][CH2:8][CH3:9])=[O:6].S([N:23]=[N+:24]=[N-])(C1C=CC(C)=CC=1)(=O)=O. (8) Given the product [Cl-:1].[CH3:2][NH+:3]1[CH2:21][CH2:4][C:5]2([C:19]3[N:11]([N:12]=[C:13]4[C:18]=3[CH:17]=[CH:16][CH:15]=[CH:14]4)[CH2:10][CH2:9][O:8]2)[CH2:6][CH2:7]1, predict the reactants needed to synthesize it. The reactants are: [Cl-:1].[CH3:2][NH+:3]1[CH2:7][CH2:6][C:5]2([C:19]3[N:11]([N:12]=[C:13]4[C:18]=3[CH:17]=[CH:16][CH:15]=[CH:14]4)[CH2:10][CH2:9][O:8]2)[CH2:4]1.O=[C:21]1CCN(C(OC(C)(C)C)=O)CC1. (9) The reactants are: Cl[CH2:2][C:3]1[O:4][C:5]([C:8]2[CH:13]=[C:12]([Cl:14])[CH:11]=[C:10]([Cl:15])[CH:9]=2)=[N:6][N:7]=1.[Cl:16][C:17]1[CH:22]=[CH:21][CH:20]=[CH:19][C:18]=1[N:23]1[C:27]([C:28]2[CH:33]=[CH:32][N:31]=[CH:30][CH:29]=2)=[N:26][N:25]=[C:24]1[SH:34].C([O-])([O-])=O.[K+].[K+]. Given the product [Cl:15][C:10]1[CH:9]=[C:8]([C:5]2[O:4][C:3]([CH2:2][S:34][C:24]3[N:23]([C:18]4[CH:19]=[CH:20][CH:21]=[CH:22][C:17]=4[Cl:16])[C:27]([C:28]4[CH:29]=[CH:30][N:31]=[CH:32][CH:33]=4)=[N:26][N:25]=3)=[N:7][N:6]=2)[CH:13]=[C:12]([Cl:14])[CH:11]=1, predict the reactants needed to synthesize it.